This data is from Catalyst prediction with 721,799 reactions and 888 catalyst types from USPTO. The task is: Predict which catalyst facilitates the given reaction. (1) Reactant: O1CCCC1.CS(Cl)(=O)=O.OC(C(F)(F)F)=O.Br[C:19]1[CH:20]=[C:21]2[C:26](N[C@@H]3C[C@@H]4CNC[C@@H]4[C@H]3C)=[C:25]([C:37]([NH2:39])=[O:38])[CH:24]=[N:23][N:22]2[CH:40]=1.C(N(CC)C(C)C)(C)C. Product: [N:23]1[N:22]2[CH:40]=[CH:19][CH:20]=[C:21]2[CH:26]=[C:25]([C:37]([NH2:39])=[O:38])[CH:24]=1. The catalyst class is: 9. (2) Reactant: C(OC(=O)[N:7]([C:17]1[CH:22]=[CH:21][C:20]([CH:23]([OH:43])[C:24]2[C:32]3[CH:31]=[N:30][CH:29]=[N:28][C:27]=3[N:26]([Si](C(C)C)(C(C)C)C(C)C)[CH:25]=2)=[C:19]([CH3:44])[N:18]=1)[CH2:8][C:9]1[CH:10]=[N:11][C:12]([O:15][CH3:16])=[CH:13][CH:14]=1)(C)(C)C.C([SiH](CC)CC)C.FC(F)(F)C(O)=O. Product: [CH3:16][O:15][C:12]1[N:11]=[CH:10][C:9]([CH2:8][NH:7][C:17]2[N:18]=[C:19]([CH3:44])[C:20]([C:23]([C:24]3[C:32]4[CH:31]=[N:30][CH:29]=[N:28][C:27]=4[NH:26][CH:25]=3)=[O:43])=[CH:21][CH:22]=2)=[CH:14][CH:13]=1. The catalyst class is: 26. (3) Reactant: [CH2:1]([N:3]1[CH2:8][CH2:7][N:6]([C:9]2[C:18]3[C:13](=[CH:14][CH:15]=[CH:16][CH:17]=3)[CH:12]=[C:11]([C:19]3[CH:20]=[C:21]4[C:25](=[CH:26][CH:27]=3)[CH2:24][CH:23]([C:28](OCC)=[O:29])[CH2:22]4)[N:10]=2)[CH2:5][CH2:4]1)[CH3:2].[Cl-:33].[Na+].[H-].[Al+3].[Li+].[H-].[H-].[H-].O. Product: [ClH:33].[ClH:33].[CH2:1]([N:3]1[CH2:4][CH2:5][N:6]([C:9]2[C:18]3[C:13](=[CH:14][CH:15]=[CH:16][CH:17]=3)[CH:12]=[C:11]([C:19]3[CH:20]=[C:21]4[C:25](=[CH:26][CH:27]=3)[CH2:24][CH:23]([CH2:28][OH:29])[CH2:22]4)[N:10]=2)[CH2:7][CH2:8]1)[CH3:2]. The catalyst class is: 7. (4) Reactant: [CH2:1]([O:13][C:14]1[CH:15]=[C:16]([CH:33]2[S:38][CH2:37][CH2:36][CH2:35][S:34]2)[CH:17]=[CH:18][C:19]=1[O:20][CH2:21][CH2:22][CH2:23][CH2:24][CH2:25][CH2:26][CH2:27][CH2:28][CH2:29][CH2:30][CH2:31][CH3:32])[CH2:2][CH2:3][CH2:4][CH2:5][CH2:6][CH2:7][CH2:8][CH2:9][CH2:10][CH2:11][CH3:12].[Li]CCCC.[I:44][C:45]1[CH:52]=[CH:51][C:48]([CH:49]=[O:50])=[CH:47][CH:46]=1. Product: [CH2:1]([O:13][C:14]1[CH:15]=[C:16]([C:33]2([CH:49]([C:48]3[CH:51]=[CH:52][C:45]([I:44])=[CH:46][CH:47]=3)[OH:50])[S:34][CH2:35][CH2:36][CH2:37][S:38]2)[CH:17]=[CH:18][C:19]=1[O:20][CH2:21][CH2:22][CH2:23][CH2:24][CH2:25][CH2:26][CH2:27][CH2:28][CH2:29][CH2:30][CH2:31][CH3:32])[CH2:2][CH2:3][CH2:4][CH2:5][CH2:6][CH2:7][CH2:8][CH2:9][CH2:10][CH2:11][CH3:12]. The catalyst class is: 1. (5) Reactant: C(O)(=O)C.NN.C([S:10][C@@H:11]1[CH2:15][N:14]([CH3:16])[C@H:13]([C:17]([N:19]2[CH2:23][CH2:22][C@H:21]([NH:24][C:25](=[O:57])[CH2:26][NH:27][C:28]([NH:43][C:44]([O:46][CH2:47][C:48]3[CH:53]=[CH:52][C:51]([N+:54]([O-:56])=[O:55])=[CH:50][CH:49]=3)=[O:45])=[N:29][C:30]([O:32][CH2:33][C:34]3[CH:39]=[CH:38][C:37]([N+:40]([O-:42])=[O:41])=[CH:36][CH:35]=3)=[O:31])[CH2:20]2)=[O:18])[CH2:12]1)(=O)C.[OH:58][C@@H:59]([C@H:61]1[C:96](=[O:97])[N:63]2[C:64]([C:83]([O:85][CH2:86][C:87]3[CH:92]=[CH:91][C:90]([N+:93]([O-:95])=[O:94])=[CH:89][CH:88]=3)=[O:84])=[C:65](OP(C3C=CC=CC=3)(C3C=CC=CC=3)=O)[C@H:66]([CH3:67])[C@H:62]12)[CH3:60].C(N(CC)C(C)C)(C)C.C(=O)([O-])O.[Na+]. Product: [N+:40]([C:37]1[CH:38]=[CH:39][C:34]([CH2:33][O:32][C:30]([N:29]=[C:28]([NH:43][C:44]([O:46][CH2:47][C:48]2[CH:53]=[CH:52][C:51]([N+:54]([O-:56])=[O:55])=[CH:50][CH:49]=2)=[O:45])[NH:27][CH2:26][C:25]([NH:24][C@H:21]2[CH2:22][CH2:23][N:19]([C:17]([C@@H:13]3[CH2:12][C@H:11]([S:10][C:65]4[C@H:66]([CH3:67])[C@@H:62]5[C@@H:61]([C@H:59]([OH:58])[CH3:60])[C:96](=[O:97])[N:63]5[C:64]=4[C:83]([O:85][CH2:86][C:87]4[CH:88]=[CH:89][C:90]([N+:93]([O-:95])=[O:94])=[CH:91][CH:92]=4)=[O:84])[CH2:15][N:14]3[CH3:16])=[O:18])[CH2:20]2)=[O:57])=[O:31])=[CH:35][CH:36]=1)([O-:42])=[O:41]. The catalyst class is: 348. (6) Reactant: [NH2:1][C:2]1[CH:10]=[C:9]([O:11][CH3:12])[CH:8]=[C:7]([O:13][CH3:14])[C:3]=1[C:4]([NH2:6])=[O:5].[OH:15][CH2:16][CH2:17][O:18][C:19]1[C:26]([CH3:27])=[CH:25][C:22]([CH:23]=O)=[CH:21][C:20]=1[CH3:28].OS([O-])=O.[Na+].CC1C=CC(S(O)(=O)=O)=CC=1. Product: [OH:15][CH2:16][CH2:17][O:18][C:19]1[C:26]([CH3:27])=[CH:25][C:22]([C:23]2[NH:6][C:4](=[O:5])[C:3]3[C:2](=[CH:10][C:9]([O:11][CH3:12])=[CH:8][C:7]=3[O:13][CH3:14])[N:1]=2)=[CH:21][C:20]=1[CH3:28]. The catalyst class is: 80. (7) Reactant: [F:1][C:2]1[CH:7]=[CH:6][CH:5]=[CH:4][C:3]=1[C@:8]1([NH:17][C:18]([NH:20]C(=O)OCC2C3C=CC=CC=3C3C2=CC=CC=3)=[S:19])[CH2:12][C@H:11]([O:13][CH3:14])[CH2:10][C@H:9]1[CH2:15]O. Product: [F:1][C:2]1[CH:7]=[CH:6][CH:5]=[CH:4][C:3]=1[C@:8]12[CH2:12][C@@H:11]([O:13][CH3:14])[CH2:10][C@H:9]1[CH2:15][S:19][C:18]([NH2:20])=[N:17]2. The catalyst class is: 5.